Dataset: NCI-60 drug combinations with 297,098 pairs across 59 cell lines. Task: Regression. Given two drug SMILES strings and cell line genomic features, predict the synergy score measuring deviation from expected non-interaction effect. (1) Drug 1: CN1C(=O)N2C=NC(=C2N=N1)C(=O)N. Drug 2: CC=C1C(=O)NC(C(=O)OC2CC(=O)NC(C(=O)NC(CSSCCC=C2)C(=O)N1)C(C)C)C(C)C. Cell line: SN12C. Synergy scores: CSS=12.3, Synergy_ZIP=-1.93, Synergy_Bliss=-5.42, Synergy_Loewe=-33.3, Synergy_HSA=-7.90. (2) Drug 1: C1CCC(C1)C(CC#N)N2C=C(C=N2)C3=C4C=CNC4=NC=N3. Drug 2: CC1=C2C(C(=O)C3(C(CC4C(C3C(C(C2(C)C)(CC1OC(=O)C(C(C5=CC=CC=C5)NC(=O)OC(C)(C)C)O)O)OC(=O)C6=CC=CC=C6)(CO4)OC(=O)C)OC)C)OC. Cell line: SK-MEL-5. Synergy scores: CSS=31.8, Synergy_ZIP=10.9, Synergy_Bliss=8.48, Synergy_Loewe=-30.4, Synergy_HSA=-3.60. (3) Drug 1: C1=CC(=CC=C1CCC2=CNC3=C2C(=O)NC(=N3)N)C(=O)NC(CCC(=O)O)C(=O)O. Drug 2: C1CCC(CC1)NC(=O)N(CCCl)N=O. Cell line: UO-31. Synergy scores: CSS=10.7, Synergy_ZIP=-9.12, Synergy_Bliss=-9.31, Synergy_Loewe=-7.19, Synergy_HSA=-6.54. (4) Drug 1: CC(CN1CC(=O)NC(=O)C1)N2CC(=O)NC(=O)C2. Drug 2: CC1=C(C=C(C=C1)NC(=O)C2=CC=C(C=C2)CN3CCN(CC3)C)NC4=NC=CC(=N4)C5=CN=CC=C5. Cell line: SF-539. Synergy scores: CSS=7.40, Synergy_ZIP=-7.05, Synergy_Bliss=-9.72, Synergy_Loewe=-7.16, Synergy_HSA=-6.73. (5) Drug 1: CN1CCC(CC1)COC2=C(C=C3C(=C2)N=CN=C3NC4=C(C=C(C=C4)Br)F)OC. Drug 2: C1=C(C(=O)NC(=O)N1)N(CCCl)CCCl. Cell line: 786-0. Synergy scores: CSS=47.2, Synergy_ZIP=7.51, Synergy_Bliss=7.25, Synergy_Loewe=6.66, Synergy_HSA=8.05. (6) Drug 1: CC1C(C(CC(O1)OC2CC(CC3=C2C(=C4C(=C3O)C(=O)C5=C(C4=O)C(=CC=C5)OC)O)(C(=O)CO)O)N)O.Cl. Drug 2: C1C(C(OC1N2C=NC(=NC2=O)N)CO)O. Cell line: SK-OV-3. Synergy scores: CSS=-3.88, Synergy_ZIP=2.53, Synergy_Bliss=3.11, Synergy_Loewe=0.601, Synergy_HSA=-1.88. (7) Drug 1: CC12CCC(CC1=CCC3C2CCC4(C3CC=C4C5=CN=CC=C5)C)O. Drug 2: CC1OCC2C(O1)C(C(C(O2)OC3C4COC(=O)C4C(C5=CC6=C(C=C35)OCO6)C7=CC(=C(C(=C7)OC)O)OC)O)O. Cell line: NCI-H460. Synergy scores: CSS=47.8, Synergy_ZIP=6.09, Synergy_Bliss=5.34, Synergy_Loewe=-13.3, Synergy_HSA=5.17. (8) Drug 1: C1CC(=O)NC(=O)C1N2CC3=C(C2=O)C=CC=C3N. Drug 2: CCCCCOC(=O)NC1=NC(=O)N(C=C1F)C2C(C(C(O2)C)O)O. Cell line: SR. Synergy scores: CSS=18.9, Synergy_ZIP=-4.26, Synergy_Bliss=0.932, Synergy_Loewe=0.497, Synergy_HSA=2.82.